Dataset: Reaction yield outcomes from USPTO patents with 853,638 reactions. Task: Predict the reaction yield, written as a fraction of the theoretical maximum amount of product (1.0 means a 100% yield; for example, 0.34 means a 34% yield). (1) The product is [CH2:9]([O:8][P:1]([CH2:12][C:13]([O:15][CH2:16][CH3:17])=[O:14])([O:2][CH2:3][CH3:4])=[O:5])[CH3:10]. The reactants are [P:1]([O:8][CH2:9][CH3:10])([O:5]CC)[O:2][CH2:3][CH3:4].Br[CH2:12][C:13]([O:15][CH2:16][CH3:17])=[O:14].BrCC. No catalyst specified. The yield is 0.950. (2) The reactants are [Cl:1][C:2]1[CH:19]=[CH:18][C:5]([CH2:6][CH2:7][NH:8][C:9](=[O:17])[C:10]2[CH:15]=[CH:14][C:13]([OH:16])=[CH:12][CH:11]=2)=[CH:4][CH:3]=1.C([O-])([O-])=O.[K+].[K+].[Br:26][C:27]1[CH:28]=[C:29]([CH:32]=[CH:33][C:34]=1F)[CH:30]=[O:31]. The catalyst is CS(C)=O.C(OCC)(=O)C. The product is [Cl:1][C:2]1[CH:3]=[CH:4][C:5]([CH2:6][CH2:7][NH:8][C:9](=[O:17])[C:10]2[CH:15]=[CH:14][C:13]([O:16][C:34]3[CH:33]=[CH:32][C:29]([CH:30]=[O:31])=[CH:28][C:27]=3[Br:26])=[CH:12][CH:11]=2)=[CH:18][CH:19]=1. The yield is 0.710. (3) The reactants are COC1C=CC(B2[O:13][C:12](C)(C)[C:11]([CH3:17])([CH3:16])O2)=CC=1CS(N)(=O)=O.[F:23][C:24]1[CH:25]=[C:26]([CH:64]=[CH:65][CH:66]=1)[CH2:27][N:28]1[CH:32]=[C:31]([C:33]2[C:41]3[C:36](=[N:37][CH:38]=[C:39]([C:42]4[CH:43]=[N:44][C:45]([N:48]5[CH2:53][CH2:52][NH:51][CH2:50][CH2:49]5)=[CH:46][CH:47]=4)[CH:40]=3)[N:35]([S:54]([C:57]3[CH:63]=[CH:62][C:60]([CH3:61])=[CH:59][CH:58]=3)(=[O:56])=[O:55])[CH:34]=2)[CH:30]=[N:29]1.FC1C=C(C=CC=1)CN1C=C(C2C3C(=NC=C(C4C=NC(N5CCN(C)CC5)=CC=4)C=3)NC=2)C=N1.C1(C(Cl)=O)CC1.C(N(CC)CC)C. The catalyst is C(Cl)Cl. The product is [CH:11]1([C:12]([N:51]2[CH2:52][CH2:53][N:48]([C:45]3[CH:46]=[CH:47][C:42]([C:39]4[CH:40]=[C:41]5[C:33]([C:31]6[CH:30]=[N:29][N:28]([CH2:27][C:26]7[CH:64]=[CH:65][CH:66]=[C:24]([F:23])[CH:25]=7)[CH:32]=6)=[CH:34][N:35]([S:54]([C:57]6[CH:63]=[CH:62][C:60]([CH3:61])=[CH:59][CH:58]=6)(=[O:56])=[O:55])[C:36]5=[N:37][CH:38]=4)=[CH:43][N:44]=3)[CH2:49][CH2:50]2)=[O:13])[CH2:17][CH2:16]1. The yield is 1.00. (4) The reactants are [CH3:1][O:2][C:3]1[CH:47]=[CH:46][C:6]([CH2:7][N:8]([CH2:37][C:38]2[CH:43]=[CH:42][C:41]([O:44][CH3:45])=[CH:40][CH:39]=2)[C:9]2[N:14]=[C:13]([CH3:15])[N:12]=[C:11]([C:16]3[CH:17]=[C:18]([CH2:23][N:24]4[CH2:29][CH2:28][N:27]([C:30]([O:32][C:33]([CH3:36])([CH3:35])[CH3:34])=[O:31])[CH2:26][CH2:25]4)[CH:19]=[N:20][C:21]=3F)[N:10]=2)=[CH:5][CH:4]=1.[CH3:48][O:49][C:50]1[N:55]=[CH:54][C:53]([NH2:56])=[CH:52][N:51]=1.O1CCCC1.C[Si]([N-][Si](C)(C)C)(C)C.[Li+]. The product is [CH3:1][O:2][C:3]1[CH:47]=[CH:46][C:6]([CH2:7][N:8]([CH2:37][C:38]2[CH:43]=[CH:42][C:41]([O:44][CH3:45])=[CH:40][CH:39]=2)[C:9]2[N:14]=[C:13]([CH3:15])[N:12]=[C:11]([C:16]3[CH:17]=[C:18]([CH2:23][N:24]4[CH2:29][CH2:28][N:27]([C:30]([O:32][C:33]([CH3:36])([CH3:35])[CH3:34])=[O:31])[CH2:26][CH2:25]4)[CH:19]=[N:20][C:21]=3[NH:56][C:53]3[CH:52]=[N:51][C:50]([O:49][CH3:48])=[N:55][CH:54]=3)[N:10]=2)=[CH:5][CH:4]=1. No catalyst specified. The yield is 0.720. (5) The reactants are [F:1][C:2]1[CH:7]=[CH:6][C:5]([CH:8]2[N:12]([S:13]([C:16]3[CH:21]=[CH:20][C:19]([CH3:22])=[CH:18][CH:17]=3)(=[O:15])=[O:14])[CH:11]([CH2:23][OH:24])[CH2:10][CH2:9]2)=[CH:4][CH:3]=1.C(N(CC)CC)C. The catalyst is ClCCl.CS(C)=O. The product is [F:1][C:2]1[CH:3]=[CH:4][C:5]([CH:8]2[N:12]([S:13]([C:16]3[CH:17]=[CH:18][C:19]([CH3:22])=[CH:20][CH:21]=3)(=[O:15])=[O:14])[CH:11]([CH:23]=[O:24])[CH2:10][CH2:9]2)=[CH:6][CH:7]=1. The yield is 0.990. (6) The reactants are [OH:1][N:2]1[CH2:7][CH2:6][CH2:5][CH2:4][CH2:3]1.[C:8]1([Mg]Cl)[CH:13]=[CH:12][CH:11]=[CH:10][CH:9]=1.[Cl-].[NH4+]. The catalyst is ClCCl.O=[Mn]=O. The product is [C:8]1([CH:3]2[CH2:4][CH2:5][CH2:6][CH2:7][N:2]2[OH:1])[CH:13]=[CH:12][CH:11]=[CH:10][CH:9]=1. The yield is 0.380.